Dataset: Reaction yield outcomes from USPTO patents with 853,638 reactions. Task: Predict the reaction yield, written as a fraction of the theoretical maximum amount of product (1.0 means a 100% yield; for example, 0.34 means a 34% yield). (1) The reactants are C[O:2][C:3]([C:5]1[CH:10]=[CH:9][N:8]2[N:11]=[CH:12][N:13]=[C:7]2[CH:6]=1)=[O:4].[Li+].[OH-].Cl. The catalyst is CO. The product is [N:13]1[CH:12]=[N:11][N:8]2[CH:9]=[CH:10][C:5]([C:3]([OH:4])=[O:2])=[CH:6][C:7]=12. The yield is 0.380. (2) The reactants are [Br:1][C:2]1[CH:15]=[C:14]2[C:5]([O:6][C@@H:7]3[C@@H:12]([C:13]2=O)[CH2:11][CH2:10][CH2:9][CH2:8]3)=[CH:4][CH:3]=1.[CH2:17]1COCC1. The catalyst is [CH3-].C[Al]C.[CH-]1C=CC=C1.[CH-]1C=CC=C1.[Cl-].[Ti+4]. The product is [Br:1][C:2]1[CH:15]=[C:14]2[C:5]([O:6][C@@H:7]3[C@@H:12]([C:13]2=[CH2:17])[CH2:11][CH2:10][CH2:9][CH2:8]3)=[CH:4][CH:3]=1. The yield is 0.580. (3) The reactants are [C:1]([C:5]1[C:6]([OH:18])=[C:7]([CH:12]=[C:13]([N+:15]([O-:17])=[O:16])[CH:14]=1)[C:8]([O:10][CH3:11])=[O:9])([CH3:4])([CH3:3])[CH3:2].[C:19](=O)([O-])[O-].[K+].[K+].S(OC)(OC)(=O)=O. The catalyst is CC(C)=O. The product is [C:1]([C:5]1[C:6]([O:18][CH3:19])=[C:7]([CH:12]=[C:13]([N+:15]([O-:17])=[O:16])[CH:14]=1)[C:8]([O:10][CH3:11])=[O:9])([CH3:4])([CH3:2])[CH3:3]. The yield is 0.870. (4) The reactants are [CH3:1][NH:2][CH2:3][C:4]#[CH:5].N1C=CC=CC=1.[F:12][C:13]([F:24])([F:23])[C:14]1[N:19]=[CH:18][C:17]([C:20](Cl)=[O:21])=[CH:16][CH:15]=1. The catalyst is ClCCl. The product is [CH3:1][N:2]([CH2:3][C:4]#[CH:5])[C:20](=[O:21])[C:17]1[CH:16]=[CH:15][C:14]([C:13]([F:24])([F:23])[F:12])=[N:19][CH:18]=1. The yield is 0.700. (5) The reactants are [C:1]([N:4]1[C:13]2[C:8](=[CH:9][C:10](Br)=[CH:11][CH:12]=2)[C@H:7]([NH:15][C:16]2[CH:23]=[CH:22][C:19]([C:20]#[N:21])=[CH:18][N:17]=2)[CH2:6][C@@H:5]1[CH3:24])(=[O:3])[CH3:2].[B:25]1([B:25]2[O:29][C:28]([CH3:31])([CH3:30])[C:27]([CH3:33])([CH3:32])[O:26]2)[O:29][C:28]([CH3:31])([CH3:30])[C:27]([CH3:33])([CH3:32])[O:26]1.C([O-])(=O)C.[K+]. The yield is 0.840. The product is [C:1]([N:4]1[C:13]2[C:8](=[CH:9][C:10]([B:25]3[O:29][C:28]([CH3:31])([CH3:30])[C:27]([CH3:33])([CH3:32])[O:26]3)=[CH:11][CH:12]=2)[C@H:7]([NH:15][C:16]2[CH:23]=[CH:22][C:19]([C:20]#[N:21])=[CH:18][N:17]=2)[CH2:6][C@@H:5]1[CH3:24])(=[O:3])[CH3:2]. The catalyst is C1C=CC(P(C2C=CC=CC=2)[C-]2C=CC=C2)=CC=1.C1C=CC(P(C2C=CC=CC=2)[C-]2C=CC=C2)=CC=1.Cl[Pd]Cl.[Fe+2].CS(C)=O. (6) The yield is 0.910. The catalyst is C1(C)C=CC=CC=1.CCO. The reactants are Cl[C:2]1[N:7]=[C:6]([NH:8][C:9]2[CH:14]=[CH:13][C:12]([C:15]3([NH:19][C:20](=[O:26])[O:21][C:22]([CH3:25])([CH3:24])[CH3:23])[CH2:18][CH2:17][CH2:16]3)=[CH:11][CH:10]=2)[C:5]([N+:27]([O-:29])=[O:28])=[CH:4][CH:3]=1.[CH3:30][N:31]([CH3:55])[C:32]([CH:34]1[CH2:39][CH2:38][N:37]([C:40]2[CH:45]=[CH:44][CH:43]=[C:42](B3OC(C)(C)C(C)(C)O3)[CH:41]=2)[CH2:36][CH2:35]1)=[O:33]. The product is [CH3:30][N:31]([CH3:55])[C:32]([CH:34]1[CH2:35][CH2:36][N:37]([C:40]2[CH:41]=[C:42]([C:2]3[N:7]=[C:6]([NH:8][C:9]4[CH:14]=[CH:13][C:12]([C:15]5([NH:19][C:20](=[O:26])[O:21][C:22]([CH3:23])([CH3:24])[CH3:25])[CH2:18][CH2:17][CH2:16]5)=[CH:11][CH:10]=4)[C:5]([N+:27]([O-:29])=[O:28])=[CH:4][CH:3]=3)[CH:43]=[CH:44][CH:45]=2)[CH2:38][CH2:39]1)=[O:33]. (7) The yield is 0.880. The catalyst is ClCCl.O. The product is [CH3:14][O:15][C:16](=[O:20])[CH2:17][CH2:12][C:6]1[C:5]2[C:9](=[CH:10][CH:11]=[C:3]([O:2][CH3:1])[CH:4]=2)[NH:8][CH:7]=1. The reactants are [CH3:1][O:2][C:3]1[CH:4]=[C:5]2[C:9](=[CH:10][CH:11]=1)[NH:8][CH:7]=[C:6]2[CH2:12]O.[CH3:14][O:15][C:16]([O:20][Si](C)(C)C)=[C:17](C)C.Cl([O-])(=O)(=O)=O.[Mg+2].Cl([O-])(=O)(=O)=O. (8) The reactants are [CH2:1]([O:8][C:9]1[CH:10]=[C:11]2[C:15](=[CH:16][CH:17]=1)[CH2:14][CH:13]([C:18]([C:20]1[O:21][C:22]([C:25]3[N:30]=[C:29]([C:31]([O:33]C)=[O:32])[CH:28]=[CH:27][CH:26]=3)=[CH:23][N:24]=1)=[O:19])[CH2:12]2)[C:2]1[CH:7]=[CH:6][CH:5]=[CH:4][CH:3]=1. The catalyst is CC(O)=O.CCOC(C)=O. The product is [CH2:1]([O:8][C:9]1[CH:10]=[C:11]2[C:15](=[CH:16][CH:17]=1)[CH2:14][CH:13]([C:18]([C:20]1[O:21][C:22]([C:25]3[N:30]=[C:29]([C:31]([OH:33])=[O:32])[CH:28]=[CH:27][CH:26]=3)=[CH:23][N:24]=1)=[O:19])[CH2:12]2)[C:2]1[CH:3]=[CH:4][CH:5]=[CH:6][CH:7]=1. The yield is 0.730. (9) The reactants are [CH3:1][C:2]1[CH:8]=[CH:7][C:6]([CH3:9])=[CH:5][C:3]=1[NH2:4].[C:10]([O:13]C(=O)C)(=O)[CH3:11].[Br:17]Br.O. The catalyst is C1(C)C=CC=CC=1. The product is [Br:17][C:7]1[C:6]([CH3:9])=[CH:5][C:3]([NH:4][C:10](=[O:13])[CH3:11])=[C:2]([CH3:1])[CH:8]=1. The yield is 0.890.